This data is from Forward reaction prediction with 1.9M reactions from USPTO patents (1976-2016). The task is: Predict the product of the given reaction. (1) Given the reactants [CH2:1]([C:3]1[NH:4][C:5]2[CH:11]=[CH:10][CH:9]=[CH:8][C:6]=2[N:7]=1)[CH3:2].[CH2:12]([O:14][CH2:15][CH2:16]Cl)[CH3:13], predict the reaction product. The product is: [CH2:12]([O:14][CH2:15][CH2:16][N:7]1[C:6]2[CH:8]=[CH:9][CH:10]=[CH:11][C:5]=2[N:4]=[C:3]1[CH2:1][CH3:2])[CH3:13]. (2) Given the reactants [NH2:1][CH:2]([CH2:7][C:8]1[CH:13]=[CH:12][C:11]([F:14])=[CH:10][CH:9]=1)[C:3]([O:5][CH3:6])=[O:4].[C:15]1([CH3:25])[CH:20]=[CH:19][C:18]([S:21](Cl)(=[O:23])=[O:22])=[CH:17][CH:16]=1.N1C=CC=CC=1.Cl, predict the reaction product. The product is: [F:14][C:11]1[CH:10]=[CH:9][C:8]([CH2:7][CH:2]([NH:1][S:21]([C:18]2[CH:19]=[CH:20][C:15]([CH3:25])=[CH:16][CH:17]=2)(=[O:23])=[O:22])[C:3]([O:5][CH3:6])=[O:4])=[CH:13][CH:12]=1. (3) Given the reactants [C:1]([N:4]1[CH2:9][CH2:8][CH:7]([NH:10][C:11](=[O:20])[C:12]2[CH:17]=[C:16]([F:18])[CH:15]=[N:14][C:13]=2Cl)[CH2:6][CH2:5]1)(=[O:3])[CH3:2].[CH3:21][S:22][C:23]1[CH:24]=[C:25]([OH:30])[CH:26]=[CH:27][C:28]=1[CH3:29].C(=O)([O-])[O-].[Cs+].[Cs+], predict the reaction product. The product is: [C:1]([N:4]1[CH2:9][CH2:8][CH:7]([NH:10][C:11](=[O:20])[C:12]2[CH:17]=[C:16]([F:18])[CH:15]=[N:14][C:13]=2[O:30][C:25]2[CH:26]=[CH:27][C:28]([CH3:29])=[C:23]([S:22][CH3:21])[CH:24]=2)[CH2:6][CH2:5]1)(=[O:3])[CH3:2]. (4) Given the reactants C(=O)([O-])[O-].[K+].[K+].Br[CH2:8][CH2:9][CH2:10][N:11]1[C:15](=[O:16])[C:14]2=[CH:17][CH:18]=[CH:19][CH:20]=[C:13]2[C:12]1=[O:21].CN(C)C=O.[F:27][C:28]1[CH:33]=[CH:32][C:31]([OH:34])=[C:30]([N+:35]([O-:37])=[O:36])[CH:29]=1, predict the reaction product. The product is: [F:27][C:28]1[CH:33]=[CH:32][C:31]([O:34][CH2:8][CH2:9][CH2:10][N:11]2[C:15](=[O:16])[C:14]3[C:13](=[CH:20][CH:19]=[CH:18][CH:17]=3)[C:12]2=[O:21])=[C:30]([N+:35]([O-:37])=[O:36])[CH:29]=1. (5) Given the reactants [O:1]=[C:2]1[CH2:7][O:6][C:5]2[CH:8]=[CH:9][C:10]([CH:12]=O)=[N:11][C:4]=2[NH:3]1.[CH3:14][O:15][C:16]1[N:17]=[C:18]2[C:23](=[CH:24][CH:25]=1)[N:22]=[CH:21][CH:20]=[C:19]2[N:26]1[CH:34]=[C:33]2[C:28]([CH2:29][CH2:30][CH:31]([NH2:35])[CH2:32]2)=[N:27]1.[BH4-].[Na+].[OH-].[Na+], predict the reaction product. The product is: [CH3:14][O:15][C:16]1[N:17]=[C:18]2[C:23](=[CH:24][CH:25]=1)[N:22]=[CH:21][CH:20]=[C:19]2[N:26]1[CH:34]=[C:33]2[C:28]([CH2:29][CH2:30][CH:31]([NH:35][CH2:12][C:10]3[CH:9]=[CH:8][C:5]4[O:6][CH2:7][C:2](=[O:1])[NH:3][C:4]=4[N:11]=3)[CH2:32]2)=[N:27]1.